From a dataset of Experimentally validated miRNA-target interactions with 360,000+ pairs, plus equal number of negative samples. Binary Classification. Given a miRNA mature sequence and a target amino acid sequence, predict their likelihood of interaction. (1) The miRNA is hsa-miR-3689b-5p with sequence UGUGAUAUCAUGGUUCCUGGGA. The protein sequence of the target gene is MIESDTSSIMSGIIRNSGQNHHPSPQEYRLLATTSDDDLPGDLQSLSWLTAVDVPRLQQMASGRVDLGGPCVPHPHPGALAGVADLHVGATPSPLLHGPAGMAPRGMPGLGPITGHRDSMSQFPVGGQPSSGLQDPPHLYSPATQPQFPLPPGAQQCPPVGLYGPPFGVRPPYPQPHVAVHSSQELHPKHYPKPIYSYSCLIAMALKNSKTGSLPVSEIYSFMKEHFPYFKTAPDGWKNSVRHNLSLNKCFEKVENKMSGSSRKGCLWALNLARIDKMEEEMHKWKRKDLAAIHRSMANP.... Result: 0 (no interaction). (2) The miRNA is cel-miR-85-3p with sequence UACAAAGUAUUUGAAAAGUCGUGC. The protein sequence of the target gene is MLSKRIVTALNTAVKVQNAGIATTARGMAGASGSEVSKILEERILGTETGINLEETGKVLSIGDGIARVYGLKNIQAEEMVEFDSGIKGMAMNLDVDNVGVVVFGNDKVIREGDIVKRTGAIVDVPVGDGLLGRVVDALGNPIDGKGPIANARRSRVEVKAPGIIPRLSVREPMVTGVKAVDSLVPIGRGQRELIIGDRQTGKTAIAIDTIINQKRFNDAGDDKKKLFCIYVAVGQKRSTVAQIVKRLTDAGAMDYTIVVSATASDAAPLQFLAPYSGCAMGEHFRDNGKHALIIFDDLS.... Result: 1 (interaction). (3) The miRNA is hsa-miR-4716-5p with sequence UCCAUGUUUCCUUCCCCCUUCU. The protein sequence of the target gene is MDDPKSEQQRILRRHQRERQELQAQIRSLKNSVPKTDKTKRKQLLQDVARMEAEMAQKHRQELEKFQDDSSIESVVEDLAKMNLENRPPRSSKAHRKRERMESEERERQESIFQAEMSEHLAGFKREEEEKLAAILGARGLEMKAIPADGHCMYRAIQDQLVFSVSVEMLRCRTASYMKKHVDEFLPFFSNPETSDSFGYDDFMIYCDNIVRTTAWGGQLELRALSHVLKTPIEVIQADSPTLIIGEEYVKKPIILVYLRYAYSLGEHYNSVTPLEAGAAGGVLPRLL. Result: 1 (interaction).